This data is from Experimentally validated miRNA-target interactions with 360,000+ pairs, plus equal number of negative samples. The task is: Binary Classification. Given a miRNA mature sequence and a target amino acid sequence, predict their likelihood of interaction. (1) The miRNA is hsa-miR-1203 with sequence CCCGGAGCCAGGAUGCAGCUC. The protein sequence of the target gene is MVAEVCSMPTASTVKKPFDLRSKMGKWCHHRFPCCRGSGKSNMGTSGDHDDSFMKMLRSKMGKCCRHCFPCCRGSGTSNVGTSGDHENSFMKMLRSKMGKWCCHCFPCCRGSGKSNVGAWGDYDHSAFMEPRYHIRREDLDKLHRAAWWGKVPRKDLIVMLRDTDMNKRDKEKRTALHLASANGNSEVVQLLLDRRCQLNVLDNKKRTALIKAIQCQEDECVLMLLEHGADRNIPDEYGNTALHYAIYNEDKLMAKALLLYGADIESKNKCGLTPLLLGVHEQKQQVVKFLIKKKANLNV.... Result: 0 (no interaction). (2) The miRNA is hsa-miR-22-5p with sequence AGUUCUUCAGUGGCAAGCUUUA. The protein sequence of the target gene is MYFCWGADSRELQRRRTAGSPGAELLQAASGERHSLLLLTNHRVLSCGDNSRGQLGRRGAQRGELPEPIQALETLIVDLVSCGKEHSLAVCHKGRVFAWGAGSEGQLGIGEFKEISFTPKKIMTLNDIKIIQVSCGHYHSLALSKDSQVFSWGKNSHGQLGLGKEFPSQASPQRVRSLEGIPLAQVAAGGAHSFALSLCGTSFGWGSNSAGQLALSGRNVPVQSNKPLSVGALKNLGVVYISCGDAHTAVLTQDGKVFTFGDNRSGQLGYSPTPEKRGPQLVERIDGLVSQIDCGSYHTL.... Result: 0 (no interaction).